This data is from Reaction yield outcomes from USPTO patents with 853,638 reactions. The task is: Predict the reaction yield, written as a fraction of the theoretical maximum amount of product (1.0 means a 100% yield; for example, 0.34 means a 34% yield). The reactants are [N+:1]([C:4]1[CH:13]=[C:12]2[C:7]([CH2:8][CH2:9][CH2:10][C:11]2=[O:14])=[CH:6][CH:5]=1)([O-:3])=[O:2].[BH4-].[Na+]. The catalyst is CO. The product is [N+:1]([C:4]1[CH:13]=[C:12]2[C:7]([CH2:8][CH2:9][CH2:10][CH:11]2[OH:14])=[CH:6][CH:5]=1)([O-:3])=[O:2]. The yield is 0.800.